From a dataset of NCI-60 drug combinations with 297,098 pairs across 59 cell lines. Regression. Given two drug SMILES strings and cell line genomic features, predict the synergy score measuring deviation from expected non-interaction effect. (1) Drug 1: C1=CN(C(=O)N=C1N)C2C(C(C(O2)CO)O)O.Cl. Drug 2: C(CCl)NC(=O)N(CCCl)N=O. Cell line: SF-268. Synergy scores: CSS=13.7, Synergy_ZIP=-5.52, Synergy_Bliss=-0.163, Synergy_Loewe=-12.5, Synergy_HSA=1.74. (2) Drug 1: C1CN1P(=S)(N2CC2)N3CC3. Drug 2: C1=CC=C(C(=C1)C(C2=CC=C(C=C2)Cl)C(Cl)Cl)Cl. Cell line: T-47D. Synergy scores: CSS=11.2, Synergy_ZIP=-4.62, Synergy_Bliss=0.188, Synergy_Loewe=0.462, Synergy_HSA=0.176. (3) Drug 1: C1CN1P(=S)(N2CC2)N3CC3. Drug 2: CNC(=O)C1=NC=CC(=C1)OC2=CC=C(C=C2)NC(=O)NC3=CC(=C(C=C3)Cl)C(F)(F)F. Cell line: RXF 393. Synergy scores: CSS=1.20, Synergy_ZIP=-2.07, Synergy_Bliss=-2.55, Synergy_Loewe=-3.36, Synergy_HSA=-2.70. (4) Drug 1: CN1CCC(CC1)COC2=C(C=C3C(=C2)N=CN=C3NC4=C(C=C(C=C4)Br)F)OC. Drug 2: CC1C(C(=O)NC(C(=O)N2CCCC2C(=O)N(CC(=O)N(C(C(=O)O1)C(C)C)C)C)C(C)C)NC(=O)C3=C4C(=C(C=C3)C)OC5=C(C(=O)C(=C(C5=N4)C(=O)NC6C(OC(=O)C(N(C(=O)CN(C(=O)C7CCCN7C(=O)C(NC6=O)C(C)C)C)C)C(C)C)C)N)C. Cell line: EKVX. Synergy scores: CSS=19.7, Synergy_ZIP=7.49, Synergy_Bliss=8.42, Synergy_Loewe=8.17, Synergy_HSA=7.95. (5) Drug 2: C1=CC(=CC=C1CCCC(=O)O)N(CCCl)CCCl. Cell line: NCI-H460. Synergy scores: CSS=33.6, Synergy_ZIP=-0.0431, Synergy_Bliss=3.43, Synergy_Loewe=-7.50, Synergy_HSA=4.20. Drug 1: C1CCC(CC1)NC(=O)N(CCCl)N=O. (6) Drug 1: C1=C(C(=O)NC(=O)N1)F. Drug 2: C(CC(=O)O)C(=O)CN.Cl. Cell line: MDA-MB-231. Synergy scores: CSS=12.6, Synergy_ZIP=-5.13, Synergy_Bliss=-4.78, Synergy_Loewe=-2.35, Synergy_HSA=-1.39. (7) Drug 1: C1=CC(=CC=C1CCCC(=O)O)N(CCCl)CCCl. Drug 2: CC12CCC3C(C1CCC2OP(=O)(O)O)CCC4=C3C=CC(=C4)OC(=O)N(CCCl)CCCl.[Na+]. Cell line: HT29. Synergy scores: CSS=-2.96, Synergy_ZIP=-7.37, Synergy_Bliss=-11.3, Synergy_Loewe=-24.0, Synergy_HSA=-11.3. (8) Drug 1: CC1=CC=C(C=C1)C2=CC(=NN2C3=CC=C(C=C3)S(=O)(=O)N)C(F)(F)F. Drug 2: CCC1(CC2CC(C3=C(CCN(C2)C1)C4=CC=CC=C4N3)(C5=C(C=C6C(=C5)C78CCN9C7C(C=CC9)(C(C(C8N6C)(C(=O)OC)O)OC(=O)C)CC)OC)C(=O)OC)O.OS(=O)(=O)O. Cell line: NCI-H460. Synergy scores: CSS=0.878, Synergy_ZIP=-0.0817, Synergy_Bliss=-0.146, Synergy_Loewe=-0.908, Synergy_HSA=-1.21.